Predict the reactants needed to synthesize the given product. From a dataset of Full USPTO retrosynthesis dataset with 1.9M reactions from patents (1976-2016). The reactants are: [Cl:1][C:2]1[CH:3]=[C:4]([CH:8]=[CH:9][C:10]2[C:18]([O:19][CH3:20])=[CH:17][CH:16]=[CH:15][C:11]=2[C:12]([OH:14])=[O:13])[CH:5]=[CH:6][CH:7]=1.[H][H]. Given the product [Cl:1][C:2]1[CH:3]=[C:4]([CH2:8][CH2:9][C:10]2[C:18]([O:19][CH3:20])=[CH:17][CH:16]=[CH:15][C:11]=2[C:12]([OH:14])=[O:13])[CH:5]=[CH:6][CH:7]=1, predict the reactants needed to synthesize it.